Dataset: Catalyst prediction with 721,799 reactions and 888 catalyst types from USPTO. Task: Predict which catalyst facilitates the given reaction. (1) Reactant: [S:1]1[CH:5]=[CH:4][CH:3]=[C:2]1[C:6]1[CH:14]=[CH:13][C:9]([C:10]([OH:12])=O)=[CH:8][CH:7]=1.CCN=C=NCCCN(C)C.Cl.C1C=CC2N(O)N=NC=2C=1.CCN(C(C)C)C(C)C.[NH:46]1[CH2:50][CH2:49][CH2:48][C@H:47]1[CH2:51][N:52]1[CH2:56][CH2:55][CH2:54][CH2:53]1. Product: [N:52]1([CH2:51][C@@H:47]2[CH2:48][CH2:49][CH2:50][N:46]2[C:10]([C:9]2[CH:8]=[CH:7][C:6]([C:2]3[S:1][CH:5]=[CH:4][CH:3]=3)=[CH:14][CH:13]=2)=[O:12])[CH2:56][CH2:55][CH2:54][CH2:53]1. The catalyst class is: 174. (2) Reactant: [NH2:1][C:2]1[C:7]([C:8]([O:10][CH2:11][CH3:12])=[O:9])=[C:6]([CH3:13])[N:5]=[C:4]2[S:14][CH:15]=[C:16]([CH3:17])[C:3]=12.[Br:18]N1C(=O)CCC1=O. Product: [NH2:1][C:2]1[C:7]([C:8]([O:10][CH2:11][CH3:12])=[O:9])=[C:6]([CH3:13])[N:5]=[C:4]2[S:14][C:15]([Br:18])=[C:16]([CH3:17])[C:3]=12. The catalyst class is: 2. (3) Reactant: [C:1]([O:5][C:6]([NH:8][C:9]1[O:17][C:16]2[C:11](=[N:12][CH:13]=[C:14]([O:18][CH:19]([F:21])[F:20])[CH:15]=2)[C:10]=1[C:22]([O:24]CC)=[O:23])=[O:7])([CH3:4])([CH3:3])[CH3:2].O.[Li+].[OH-].Cl. Product: [C:1]([O:5][C:6]([NH:8][C:9]1[O:17][C:16]2[C:11](=[N:12][CH:13]=[C:14]([O:18][CH:19]([F:21])[F:20])[CH:15]=2)[C:10]=1[C:22]([OH:24])=[O:23])=[O:7])([CH3:4])([CH3:2])[CH3:3]. The catalyst class is: 36.